This data is from Full USPTO retrosynthesis dataset with 1.9M reactions from patents (1976-2016). The task is: Predict the reactants needed to synthesize the given product. (1) Given the product [O:1]1[C:5]2([CH2:10][CH2:9][CH:8]([CH:11]=[O:12])[CH2:7][CH2:6]2)[O:4][CH2:3][CH2:2]1, predict the reactants needed to synthesize it. The reactants are: [O:1]1[C:5]2([CH2:10][CH2:9][C:8]([CH:11]=[O:12])=[CH:7][CH2:6]2)[O:4][CH2:3][CH2:2]1. (2) Given the product [NH2:1][C:2]1[N:7]=[C:6]([N:8]2[C@H:13]([CH3:14])[CH2:12][CH2:11][C@H:10]([C:15]([NH:17][C:18]3[CH:23]=[CH:22][CH:21]=[CH:20][CH:19]=3)=[O:16])[CH2:9]2)[CH:5]=[C:4]([C:24]2[CH:25]=[C:26]3[C:27]([C:30]([NH2:31])=[N:33][NH:34]3)=[CH:28][CH:29]=2)[N:3]=1, predict the reactants needed to synthesize it. The reactants are: [NH2:1][C:2]1[N:7]=[C:6]([N:8]2[C@H:13]([CH3:14])[CH2:12][CH2:11][C@H:10]([C:15]([NH:17][C:18]3[CH:23]=[CH:22][CH:21]=[CH:20][CH:19]=3)=[O:16])[CH2:9]2)[CH:5]=[C:4]([C:24]2[CH:29]=[CH:28][C:27]([C:30]#[N:31])=[C:26](F)[CH:25]=2)[N:3]=1.[NH2:33][NH2:34].